This data is from Reaction yield outcomes from USPTO patents with 853,638 reactions. The task is: Predict the reaction yield, written as a fraction of the theoretical maximum amount of product (1.0 means a 100% yield; for example, 0.34 means a 34% yield). (1) The reactants are [CH3:1][O:2][C:3]([C:5]1[NH:6][C:7]2[C:12]([C:13](=[O:15])[CH:14]=1)=[CH:11][C:10]([F:16])=[CH:9][C:8]=2[Br:17])=[O:4].[C:18]([O-])([O-])=O.[K+].[K+].CS(C)=O.CI. The catalyst is O. The product is [CH3:1][O:2][C:3]([C:5]1[CH:14]=[C:13]([O:15][CH3:18])[C:12]2[C:7](=[C:8]([Br:17])[CH:9]=[C:10]([F:16])[CH:11]=2)[N:6]=1)=[O:4]. The yield is 0.930. (2) The catalyst is C(O)C.CCOC(C)=O. The yield is 1.04. The reactants are CC1(C)[O:6][CH:5]([CH2:7][O:8][C:9]2[CH:14]=[CH:13][C:12]([C:15](=[O:24])[CH2:16][C:17](=O)[C:18]([O:20][CH2:21][CH3:22])=[O:19])=[CH:11][CH:10]=2)[CH2:4][O:3]1.[NH2:26]O. The product is [OH:6][CH:5]([CH2:4][OH:3])[CH2:7][O:8][C:9]1[CH:14]=[CH:13][C:12]([C:15]2[O:24][N:26]=[C:17]([C:18]([O:20][CH2:21][CH3:22])=[O:19])[CH:16]=2)=[CH:11][CH:10]=1.